From a dataset of Reaction yield outcomes from USPTO patents with 853,638 reactions. Predict the reaction yield, written as a fraction of the theoretical maximum amount of product (1.0 means a 100% yield; for example, 0.34 means a 34% yield). (1) The reactants are CC(OC(OC(OC(C)(C)C)=O)=O)(C)C.[OH:16][C:17]1[CH:26]=[CH:25][C:20]([C:21]([O:23][CH3:24])=[O:22])=[CH:19][C:18]=1I.[CH3:28][N:29](C)C.O1CCOCC1. The catalyst is O. The product is [C:28]([C:18]1[CH:19]=[C:20]([CH:25]=[CH:26][C:17]=1[OH:16])[C:21]([O:23][CH3:24])=[O:22])#[N:29]. The yield is 0.970. (2) The reactants are COC1C=CC=CC=1CO.[H-].[Na+].[Cl:13]C1N=C(OC)N=C(NCCC2C=CC(OC)=CC=2)C=1.C[O:34][C:35]1[N:40]=[C:39]([NH:41][CH2:42][CH2:43][C:44]2[CH:49]=[CH:48][C:47]([O:50][CH3:51])=[CH:46][CH:45]=2)[CH:38]=[C:37]([O:52][CH2:53][C:54]2[CH:59]=[CH:58][CH:57]=[CH:56][C:55]=2[O:60][CH3:61])[N:36]=1.COC1C=CC=CC=1COC1N=C(NCCC2C=CC(OC)=CC=2)C=C(OCC2C=CC=CC=2OC)N=1.Cl. The catalyst is CN(C=O)C.O.C(Cl)Cl.CCOC(C)=O. The product is [ClH:13].[CH3:61][O:60][C:55]1[CH:56]=[CH:57][CH:58]=[CH:59][C:54]=1[CH2:53][O:52][C:37]1[CH:38]=[C:39]([NH:41][CH2:42][CH2:43][C:44]2[CH:49]=[CH:48][C:47]([O:50][CH3:51])=[CH:46][CH:45]=2)[N:40]=[C:35]([OH:34])[N:36]=1. The yield is 0.190.